Task: Predict which catalyst facilitates the given reaction.. Dataset: Catalyst prediction with 721,799 reactions and 888 catalyst types from USPTO (1) Reactant: O[CH2:2][CH2:3][C:4]1[CH:5]=[C:6]([OH:10])[CH:7]=[CH:8][CH:9]=1.C(=O)([O-])[O-].[K+].[K+].[I-].[Na+].Cl[CH2:20][CH:21]1[CH2:23][CH2:22]1.[CH3:24][N:25](C=O)C. Product: [CH:23]1([CH2:22][O:10][C:6]2[CH:5]=[C:4]([CH2:3][CH2:2][NH:25][CH3:24])[CH:9]=[CH:8][CH:7]=2)[CH2:21][CH2:20]1. The catalyst class is: 6. (2) Reactant: [CH:1]1([C:4]2[CH:25]=[N:24][C:7]3[O:8][CH2:9][CH2:10][N:11]([C:12]([C:14]4[CH:19]=[C:18]([Br:20])[C:17]([O:21]C)=[C:16]([Br:23])[CH:15]=4)=[O:13])[C:6]=3[CH:5]=2)[CH2:3][CH2:2]1.B(Br)(Br)Br.[OH-].[Na+]. Product: [CH:1]1([C:4]2[CH:25]=[N:24][C:7]3[O:8][CH2:9][CH2:10][N:11]([C:12]([C:14]4[CH:15]=[C:16]([Br:23])[C:17]([OH:21])=[C:18]([Br:20])[CH:19]=4)=[O:13])[C:6]=3[CH:5]=2)[CH2:2][CH2:3]1. The catalyst class is: 4.